Dataset: Full USPTO retrosynthesis dataset with 1.9M reactions from patents (1976-2016). Task: Predict the reactants needed to synthesize the given product. (1) Given the product [C:1]([O:5][C:6](=[O:20])[NH:7][C:8]1[CH:13]=[C:12]([C:14]([F:17])([F:16])[F:15])[C:11]([CH3:18])=[CH:10][C:9]=1[NH:19][C:26](=[O:25])[CH2:27][C:28](=[O:41])[C:29]1[CH:34]=[CH:33][CH:32]=[C:31]([C:35]2[CH:36]=[CH:37][N:38]=[CH:39][CH:40]=2)[CH:30]=1)([CH3:4])([CH3:2])[CH3:3], predict the reactants needed to synthesize it. The reactants are: [C:1]([O:5][C:6](=[O:20])[NH:7][C:8]1[CH:13]=[C:12]([C:14]([F:17])([F:16])[F:15])[C:11]([CH3:18])=[CH:10][C:9]=1[NH2:19])([CH3:4])([CH3:3])[CH3:2].C([O:25][C:26](=O)[CH2:27][C:28](=[O:41])[C:29]1[CH:34]=[CH:33][CH:32]=[C:31]([C:35]2[CH:40]=[CH:39][N:38]=[CH:37][CH:36]=2)[CH:30]=1)(C)(C)C. (2) Given the product [CH:18]1([NH:17][C:16]([C:14]2[CH:13]=[CH:12][C:11]([CH3:22])=[C:10]([NH:9][C:7]([C:4]3[S:5][CH:6]=[C:2]([C:26]4[CH:25]=[N:24][CH:29]=[CH:28][CH:27]=4)[C:3]=3[CH3:23])=[O:8])[CH:15]=2)=[O:21])[CH2:20][CH2:19]1, predict the reactants needed to synthesize it. The reactants are: Br[C:2]1[C:3]([CH3:23])=[C:4]([C:7]([NH:9][C:10]2[CH:15]=[C:14]([C:16](=[O:21])[NH:17][CH:18]3[CH2:20][CH2:19]3)[CH:13]=[CH:12][C:11]=2[CH3:22])=[O:8])[S:5][CH:6]=1.[N:24]1[CH:29]=[CH:28][CH:27]=[C:26](B(O)O)[CH:25]=1. (3) Given the product [CH2:1]([N:3]([CH2:31][C:32]([NH:34][CH2:35][CH3:36])=[O:33])[C:4]([C:6]1[CH:7]=[C:8]2[C:16](=[CH:17][CH:18]=1)[N:15]([CH2:19][C:44]([OH:43])([CH3:40])[CH3:37])[C:14]1[CH2:13][CH2:12][CH:11]([CH:25]3[CH2:26][CH2:27][O:28][CH2:29][CH2:30]3)[CH2:10][C:9]2=1)=[O:5])[CH3:2], predict the reactants needed to synthesize it. The reactants are: [CH2:1]([N:3]([CH2:31][C:32]([NH:34][CH2:35][CH3:36])=[O:33])[C:4]([C:6]1[CH:7]=[C:8]2[C:16](=[CH:17][CH:18]=1)[N:15]([CH2:19]C(OCC)=O)[C:14]1[CH2:13][CH2:12][CH:11]([CH:25]3[CH2:30][CH2:29][O:28][CH2:27][CH2:26]3)[CH2:10][C:9]2=1)=[O:5])[CH3:2].[CH3:37][Mg]Br.[CH2:40]1[CH2:44][O:43]CC1. (4) Given the product [C:54]([O:53][C:51]([N:43]([C:44]([O:46][C:47]([CH3:48])([CH3:49])[CH3:50])=[O:45])[C:39]1[C:40]2[C:35](=[CH:34][C:33]([NH:32][CH:60]([C:25]3[CH:26]=[CH:27][C:22]([CH2:21][CH2:20][O:19][C:17](=[O:18])[NH:16][C:12]4[CH:13]=[CH:14][CH:15]=[C:10]([CH2:9][NH:8][C:6]([O:5][C:1]([CH3:4])([CH3:3])[CH3:2])=[O:7])[CH:11]=4)=[C:23]([Cl:31])[CH:24]=3)[C:59]([OH:63])=[O:62])=[CH:42][CH:41]=2)[CH:36]=[CH:37][N:38]=1)=[O:52])([CH3:57])([CH3:56])[CH3:55], predict the reactants needed to synthesize it. The reactants are: [C:1]([O:5][C:6]([NH:8][CH2:9][C:10]1[CH:11]=[C:12]([NH:16][C:17]([O:19][CH2:20][CH2:21][C:22]2[CH:27]=[CH:26][C:25](B(O)O)=[CH:24][C:23]=2[Cl:31])=[O:18])[CH:13]=[CH:14][CH:15]=1)=[O:7])([CH3:4])([CH3:3])[CH3:2].[NH2:32][C:33]1[CH:34]=[C:35]2[C:40](=[CH:41][CH:42]=1)[C:39]([N:43]([C:51]([O:53][C:54]([CH3:57])([CH3:56])[CH3:55])=[O:52])[C:44]([O:46][C:47]([CH3:50])([CH3:49])[CH3:48])=[O:45])=[N:38][CH:37]=[CH:36]2.O.[C:59]([OH:63])(=[O:62])[CH:60]=O. (5) Given the product [Cl:17][C:14]1[CH:15]=[CH:16][C:11]([C@H:10]([N:19]2[CH:24]=[CH:23][C:22]([C:25]3[CH:30]=[CH:29][N:28]=[C:27]([NH:31][C:32]4[N:36]([CH3:37])[N:35]=[CH:34][CH:33]=4)[N:26]=3)=[CH:21][C:20]2=[O:40])[CH2:9][OH:8])=[CH:12][C:13]=1[F:18], predict the reactants needed to synthesize it. The reactants are: [Si]([O:8][CH2:9][C@@H:10]([N:19]1[CH:24]=[CH:23][C:22]([C:25]2[CH:30]=[CH:29][N:28]=[C:27]([NH:31][C:32]3[N:36]([CH3:37])[N:35]=[CH:34][CH:33]=3)[N:26]=2)=[CH:21][CH2:20]1)[C:11]1[CH:16]=[CH:15][C:14]([Cl:17])=[C:13]([F:18])[CH:12]=1)(C(C)(C)C)(C)C.C(OCC)(=[O:40])C. (6) Given the product [F:32][C:33]1[CH:34]=[C:35]([CH:47]=[C:48]([F:50])[CH:49]=1)[CH2:36][C:37]1[CH:38]=[C:39]2[C:43](=[CH:44][CH:45]=1)[NH:42][N:41]=[C:40]2[NH:46][C:8](=[O:9])[C:7]1[CH:11]=[CH:12][C:4]([N+:1]([O-:3])=[O:2])=[CH:5][C:6]=1[N:13]([CH:20]1[CH2:21][CH2:22][O:23][CH2:24][CH2:25]1)[C:14](=[O:19])[C:15]([F:16])([F:17])[F:18], predict the reactants needed to synthesize it. The reactants are: [N+:1]([C:4]1[CH:12]=[CH:11][C:7]([C:8](O)=[O:9])=[C:6]([N:13]([CH:20]2[CH2:25][CH2:24][O:23][CH2:22][CH2:21]2)[C:14](=[O:19])[C:15]([F:18])([F:17])[F:16])[CH:5]=1)([O-:3])=[O:2].C(Cl)(=O)C(Cl)=O.[F:32][C:33]1[CH:34]=[C:35]([CH:47]=[C:48]([F:50])[CH:49]=1)[CH2:36][C:37]1[CH:38]=[C:39]2[C:43](=[CH:44][CH:45]=1)[NH:42][N:41]=[C:40]2[NH2:46].